From a dataset of Reaction yield outcomes from USPTO patents with 853,638 reactions. Predict the reaction yield, written as a fraction of the theoretical maximum amount of product (1.0 means a 100% yield; for example, 0.34 means a 34% yield). (1) The yield is 0.110. The reactants are [CH3:1][N:2]1[CH2:10][CH2:9][CH:5]([C:6]([NH2:8])=O)[CH2:4][CH2:3]1.[H-].[Al+3].[Li+].[H-].[H-].[H-].O.[OH-].[Na+]. The product is [NH2:8][CH2:6][CH:5]1[CH2:9][CH2:10][N:2]([CH3:1])[CH2:3][CH2:4]1. The catalyst is C1COCC1. (2) The reactants are [CH3:1][CH:2]([N:4]1[C:12](/[CH:13]=[CH:14]/[C@H:15]([OH:24])[CH2:16][C@H:17]([OH:23])[CH2:18][C:19]([O:21]C)=[O:20])=[C:11]([C:25]2[CH:30]=[CH:29][C:28]([F:31])=[CH:27][CH:26]=2)[C:10]2[C:5]1=[CH:6][CH:7]=[CH:8][CH:9]=2)[CH3:3].[OH-].[Na+:33]. The catalyst is ClCCl. The product is [CH3:3][CH:2]([N:4]1[C:12](/[CH:13]=[CH:14]/[CH:15]([OH:24])[CH2:16][CH:17]([OH:23])[CH2:18][C:19]([O-:21])=[O:20])=[C:11]([C:25]2[CH:26]=[CH:27][C:28]([F:31])=[CH:29][CH:30]=2)[C:10]2[CH:9]=[CH:8][CH:7]=[CH:6][C:5]1=2)[CH3:1].[Na+:33]. The yield is 0.620. (3) The reactants are [F:1][C:2]1[CH:10]=[CH:9][C:5]([C:6]([OH:8])=O)=[CH:4][C:3]=1[CH3:11].CCN(C(C)C)C(C)C.CN(C(ON1N=NC2C=CC=CC1=2)=[N+](C)C)C.[B-](F)(F)(F)F.[N:43]1([CH2:47][C@H:48]([CH:51]2[CH2:53][CH2:52]2)[NH:49][CH3:50])[CH2:46][CH2:45][CH2:44]1. The catalyst is C(Cl)Cl. The product is [N:43]1([CH2:47][C@@H:48]([N:49]([CH3:50])[C:6](=[O:8])[C:5]2[CH:9]=[CH:10][C:2]([F:1])=[C:3]([CH3:11])[CH:4]=2)[CH:51]2[CH2:53][CH2:52]2)[CH2:46][CH2:45][CH2:44]1. The yield is 0.630. (4) The yield is 0.940. The reactants are [F:1][C:2]1[CH:7]=[CH:6][C:5]([C:8](B2OC(C)(C)C(C)(C)O2)=[CH2:9])=[CH:4][CH:3]=1.Br[C:20]1[CH:21]=[N:22][C:23]([N:26]2[CH2:31][CH2:30][N:29]([C:32]([O:34][C:35]([CH3:38])([CH3:37])[CH3:36])=[O:33])[CH2:28][C@H:27]2[CH2:39][OH:40])=[N:24][CH:25]=1.C(=O)([O-])[O-].[Na+].[Na+]. The catalyst is O1CCOCC1.C1C=CC(P(C2C=CC=CC=2)[C-]2C=CC=C2)=CC=1.C1C=CC(P(C2C=CC=CC=2)[C-]2C=CC=C2)=CC=1.Cl[Pd]Cl.[Fe+2].C(Cl)Cl. The product is [F:1][C:2]1[CH:7]=[CH:6][C:5]([C:8]([C:20]2[CH:21]=[N:22][C:23]([N:26]3[CH2:31][CH2:30][N:29]([C:32]([O:34][C:35]([CH3:38])([CH3:37])[CH3:36])=[O:33])[CH2:28][C@H:27]3[CH2:39][OH:40])=[N:24][CH:25]=2)=[CH2:9])=[CH:4][CH:3]=1. (5) The product is [F:35][C:2]1([C:15]2[CH:20]=[CH:19][CH:18]=[CH:17][C:16]=2[C:21]([F:24])([F:23])[F:22])[CH2:7][CH2:6][N:5]([C:8]([O:10][C:11]([CH3:14])([CH3:13])[CH3:12])=[O:9])[CH2:4][CH2:3]1. The catalyst is C(Cl)Cl. The yield is 0.510. The reactants are O[C:2]1([C:15]2[CH:20]=[CH:19][CH:18]=[CH:17][C:16]=2[C:21]([F:24])([F:23])[F:22])[CH2:7][CH2:6][N:5]([C:8]([O:10][C:11]([CH3:14])([CH3:13])[CH3:12])=[O:9])[CH2:4][CH2:3]1.COCCN(S(F)(F)[F:35])CCOC.